This data is from Forward reaction prediction with 1.9M reactions from USPTO patents (1976-2016). The task is: Predict the product of the given reaction. (1) Given the reactants [F:1][C:2]1[CH:3]=[C:4]([CH:6]=[CH:7][CH:8]=1)[NH2:5].[Cl:9]N1C(=O)CCC1=O.O, predict the reaction product. The product is: [Cl:9][C:8]1[CH:7]=[CH:6][C:4]([NH2:5])=[CH:3][C:2]=1[F:1]. (2) Given the reactants [Cl:1][C:2]1[CH:26]=[CH:25][C:5]([CH2:6][C:7]2[C:16]([OH:17])=[C:15]([C:18]([OH:20])=[O:19])[C:14]3[C:9](=[C:10]4[CH2:24][CH2:23]C[CH2:21][C:11]4=[CH:12][CH:13]=3)[N:8]=2)=[CH:4][CH:3]=1.N1C2C(=CC=C3C=2CCC3)C(=O)C1=O.ClC1C=CC(CC(=O)COC(=O)C)=CC=1, predict the reaction product. The product is: [Cl:1][C:2]1[CH:3]=[CH:4][C:5]([CH2:6][C:7]2[C:16]([OH:17])=[C:15]([C:18]([OH:20])=[O:19])[C:14]3[C:9]([N:8]=2)=[C:10]2[CH2:24][CH2:23][CH2:21][C:11]2=[CH:12][CH:13]=3)=[CH:25][CH:26]=1. (3) Given the reactants [Cl:1][C:2]1[CH:7]=[CH:6][CH:5]=[CH:4][C:3]=1[C:8]1[CH:26]=[C:25]([C:27]([F:30])([F:29])[F:28])[C:11]2[NH:12][C:13]([C:15]3[CH2:19][C:18]4([CH2:24][CH2:23][CH2:22][CH2:21][CH2:20]4)[O:17][N:16]=3)=[N:14][C:10]=2[CH:9]=1.Cl, predict the reaction product. The product is: [ClH:1].[Cl:1][C:2]1[CH:7]=[CH:6][CH:5]=[CH:4][C:3]=1[C:8]1[CH:26]=[C:25]([C:27]([F:30])([F:28])[F:29])[C:11]2[NH:12][C:13]([C:15]3[CH2:19][C:18]4([CH2:20][CH2:21][CH2:22][CH2:23][CH2:24]4)[O:17][N:16]=3)=[N:14][C:10]=2[CH:9]=1.